This data is from Full USPTO retrosynthesis dataset with 1.9M reactions from patents (1976-2016). The task is: Predict the reactants needed to synthesize the given product. Given the product [O:1]([C:8]1[CH:13]=[CH:12][C:11]([C:14]2[C:22]3[C:17](=[N:18][CH:19]=[N:20][C:21]=3[NH2:23])[N:16]([CH:29]3[CH2:32][C:31](=[CH:33][CH2:34][CH3:35])[CH2:30]3)[N:15]=2)=[CH:10][CH:9]=1)[C:2]1[CH:7]=[CH:6][CH:5]=[CH:4][CH:3]=1, predict the reactants needed to synthesize it. The reactants are: [O:1]([C:8]1[CH:13]=[CH:12][C:11]([C:14]2[C:22]3[C:17](=[N:18][CH:19]=[N:20][C:21]=3[NH2:23])[NH:16][N:15]=2)=[CH:10][CH:9]=1)[C:2]1[CH:7]=[CH:6][CH:5]=[CH:4][CH:3]=1.CS(O[CH:29]1[CH2:32][C:31](=[CH:33][CH2:34][CH3:35])[CH2:30]1)(=O)=O.C(=O)([O-])[O-].[Cs+].[Cs+].O.